This data is from Forward reaction prediction with 1.9M reactions from USPTO patents (1976-2016). The task is: Predict the product of the given reaction. (1) Given the reactants [CH2:1]([O:8][CH:9]1[CH2:14][CH2:13][C:12]([C:16]([C:18]2[C:26]3[C:21](=[N:22][CH:23]=[C:24](Br)[N:25]=3)[NH:20][CH:19]=2)=[O:17])([CH3:15])[CH2:11][CH2:10]1)[C:2]1[CH:7]=[CH:6][CH:5]=[CH:4][CH:3]=1.[OH-].[K+], predict the reaction product. The product is: [CH2:1]([O:8][CH:9]1[CH2:10][CH2:11][C:12]([C:16]([C:18]2[C:26]3[C:21](=[N:22][CH:23]=[CH:24][N:25]=3)[NH:20][CH:19]=2)=[O:17])([CH3:15])[CH2:13][CH2:14]1)[C:2]1[CH:3]=[CH:4][CH:5]=[CH:6][CH:7]=1. (2) Given the reactants [CH3:1][O:2][C:3]1[CH:13]=[N:12][C:11]2[S:10][CH2:9][CH2:8][NH:7][CH2:6][C:5]=2[CH:4]=1.[CH:14]([C:16]1[CH:25]=[CH:24][C:19]([C:20]([O:22][CH3:23])=[O:21])=[C:18]([O:26][CH3:27])[CH:17]=1)=O.C(O[BH-](OC(=O)C)OC(=O)C)(=O)C.[Na+], predict the reaction product. The product is: [CH3:27][O:26][C:18]1[CH:17]=[C:16]([CH2:14][N:7]2[CH2:6][C:5]3[CH:4]=[C:3]([O:2][CH3:1])[CH:13]=[N:12][C:11]=3[S:10][CH2:9][CH2:8]2)[CH:25]=[CH:24][C:19]=1[C:20]([O:22][CH3:23])=[O:21]. (3) Given the reactants N1C=CC=CC=1.[N+:7]([C:10]1[CH:15]=[CH:14][C:13]([CH2:16][C:17]([OH:19])=[O:18])=[CH:12][CH:11]=1)([O-:9])=[O:8].[CH3:20][C:21]([CH3:26])([CH3:25])[C:22](Cl)=[O:23], predict the reaction product. The product is: [CH3:20][C:21]([CH3:26])([CH3:25])[C:22]([O:18][C:17](=[O:19])[CH2:16][C:13]1[CH:12]=[CH:11][C:10]([N+:7]([O-:9])=[O:8])=[CH:15][CH:14]=1)=[O:23]. (4) Given the reactants [C:1]1(=[O:6])[CH2:5][CH2:4][CH2:3][CH2:2]1.Cl[CH2:8][CH2:9][CH2:10][CH2:11][CH2:12][CH:13]1[CH2:22][CH:21]2[CH2:23][CH:14]1[CH:15]1[CH:20]2[CH:19]2[CH2:24][CH:16]1[CH:17]=[CH:18]2, predict the reaction product. The product is: [CH:15]12[CH:16]3[CH2:24][CH:19]([CH:18]=[CH:17]3)[CH:20]1[CH:21]1[CH2:23][CH:14]2[CH:13]([CH2:12][CH2:11][CH2:10][CH2:9][CH2:8][C:1]2([OH:6])[CH2:5][CH2:4][CH2:3][CH2:2]2)[CH2:22]1. (5) Given the reactants [F:1][C:2]1[CH:7]=[CH:6][CH:5]=[CH:4][C:3]=1[C:8]1[C:16]2[C:11](=[CH:12][CH:13]=[C:14]([C:17]([O:19]C)=[O:18])[CH:15]=2)[NH:10][N:9]=1.Cl, predict the reaction product. The product is: [F:1][C:2]1[CH:7]=[CH:6][CH:5]=[CH:4][C:3]=1[C:8]1[C:16]2[C:11](=[CH:12][CH:13]=[C:14]([C:17]([OH:19])=[O:18])[CH:15]=2)[NH:10][N:9]=1. (6) Given the reactants [NH:1]1[CH2:6][CH2:5][S:4](=[O:8])(=[O:7])[CH2:3][CH2:2]1.C(=O)([O-])[O-].[K+].[K+].[Br:15][C:16]1[CH:21]=[CH:20][C:19]([CH2:22]Cl)=[CH:18][CH:17]=1, predict the reaction product. The product is: [Br:15][C:16]1[CH:21]=[CH:20][C:19]([CH2:22][N:1]2[CH2:6][CH2:5][S:4](=[O:8])(=[O:7])[CH2:3][CH2:2]2)=[CH:18][CH:17]=1.